Dataset: Catalyst prediction with 721,799 reactions and 888 catalyst types from USPTO. Task: Predict which catalyst facilitates the given reaction. (1) Reactant: [CH2:1]([N:8]1[C:13](=[O:14])[C:12](Br)=[C:11]([O:16][CH2:17][C:18]2[CH:23]=[CH:22][CH:21]=[CH:20][CH:19]=2)[CH:10]=[N:9]1)[C:2]1[CH:7]=[CH:6][CH:5]=[CH:4][CH:3]=1.[Li]CCCC. Product: [CH2:1]([N:8]1[C:13](=[O:14])[CH:12]=[C:11]([O:16][CH2:17][C:18]2[CH:23]=[CH:22][CH:21]=[CH:20][CH:19]=2)[CH:10]=[N:9]1)[C:2]1[CH:3]=[CH:4][CH:5]=[CH:6][CH:7]=1. The catalyst class is: 1. (2) Reactant: [OH:1][C:2]1[CH:9]=[CH:8][C:5]([CH2:6][OH:7])=[CH:4][CH:3]=1.[H-].[Na+].[CH:12](Br)([CH3:14])[CH3:13].P([O-])([O-])([O-])=O. Product: [CH:12]([O:1][C:2]1[CH:9]=[CH:8][C:5]([CH2:6][OH:7])=[CH:4][CH:3]=1)([CH3:14])[CH3:13]. The catalyst class is: 3. (3) Reactant: [C:1]([O:5][C:6]([N:8]1[CH2:13][CH:12]=[C:11]([C:14]2[CH:19]=[CH:18][C:17]([N+:20]([O-])=O)=[CH:16][N:15]=2)[CH2:10][CH2:9]1)=[O:7])([CH3:4])([CH3:3])[CH3:2]. Product: [C:1]([O:5][C:6]([N:8]1[CH2:9][CH2:10][CH:11]([C:14]2[CH:19]=[CH:18][C:17]([NH2:20])=[CH:16][N:15]=2)[CH2:12][CH2:13]1)=[O:7])([CH3:4])([CH3:2])[CH3:3]. The catalyst class is: 541. (4) Reactant: C[O:2][C:3]([C:5]1[C:6]([CH3:32])=[C:7]2[C:12]([NH:13][C:14]3[CH:19]=[CH:18][C:17]([O:20][C:21]4[CH:26]=[CH:25][CH:24]=[CH:23][C:22]=4[O:27][CH3:28])=[CH:16][CH:15]=3)=[C:11]([C:29]#[N:30])[CH:10]=[N:9][N:8]2[CH:31]=1)=[O:4].[OH-].[Na+]. Product: [C:29]([C:11]1[CH:10]=[N:9][N:8]2[CH:31]=[C:5]([C:3]([OH:4])=[O:2])[C:6]([CH3:32])=[C:7]2[C:12]=1[NH:13][C:14]1[CH:15]=[CH:16][C:17]([O:20][C:21]2[CH:26]=[CH:25][CH:24]=[CH:23][C:22]=2[O:27][CH3:28])=[CH:18][CH:19]=1)#[N:30]. The catalyst class is: 92. (5) Reactant: C([N:4]1[CH2:9][CH2:8][CH:7]([C:10]2[O:11][C:12]([C:22]3[CH:27]=[CH:26][C:25]([CH3:28])=[CH:24][CH:23]=3)=[C:13]([C:15]3[CH:20]=[CH:19][C:18]([Cl:21])=[CH:17][CH:16]=3)[N:14]=2)[CH2:6][CH2:5]1)(=O)C.[OH-].[K+].O. Product: [Cl:21][C:18]1[CH:19]=[CH:20][C:15]([C:13]2[N:14]=[C:10]([CH:7]3[CH2:8][CH2:9][NH:4][CH2:5][CH2:6]3)[O:11][C:12]=2[C:22]2[CH:27]=[CH:26][C:25]([CH3:28])=[CH:24][CH:23]=2)=[CH:16][CH:17]=1. The catalyst class is: 8. (6) Reactant: C(O)(=O)C.[Cl:5][CH2:6][C@H:7]1[C:15]2[C:14]3[CH:16]=[CH:17][CH:18]=[CH:19][C:13]=3[C:12]([N:20]=C(C3C=CC=CC=3)C3C=CC=CC=3)=[CH:11][C:10]=2[N:9]([C:34]([O:36][C:37]([CH3:40])([CH3:39])[CH3:38])=[O:35])[CH2:8]1. Product: [NH2:20][C:12]1[C:13]2[CH:19]=[CH:18][CH:17]=[CH:16][C:14]=2[C:15]2[C@H:7]([CH2:6][Cl:5])[CH2:8][N:9]([C:34]([O:36][C:37]([CH3:39])([CH3:40])[CH3:38])=[O:35])[C:10]=2[CH:11]=1. The catalyst class is: 20.